From a dataset of Forward reaction prediction with 1.9M reactions from USPTO patents (1976-2016). Predict the product of the given reaction. (1) Given the reactants [N:1]1([CH:14]2[CH2:19][CH2:18][CH2:17][NH:16][CH2:15]2)[C:12]2=[C:13]3[C:8](=[CH:9][CH:10]=[CH:11]2)[CH:7]=[N:6][CH:5]=[C:4]3[CH2:3][CH2:2]1.C1O[C:23]2([CH2:28][CH2:27][C:26](=O)[CH2:25][CH2:24]2)[O:22]C1.C(O[BH-](OC(=O)C)OC(=O)C)(=O)C.[Na+], predict the reaction product. The product is: [OH:22][CH:23]1[CH2:28][CH2:27][CH:26]([N:16]2[CH2:17][CH2:18][CH2:19][CH:14]([N:1]3[C:12]4=[C:13]5[C:8](=[CH:9][CH:10]=[CH:11]4)[CH:7]=[N:6][CH:5]=[C:4]5[CH2:3][CH2:2]3)[CH2:15]2)[CH2:25][CH2:24]1. (2) Given the reactants [F:1][C:2]1[CH:3]=[CH:4][C:5]([N+:12]([O-])=O)=[C:6]([NH:8][CH:9]([CH3:11])[CH3:10])[CH:7]=1.[C:15](N1C=CN=C1)(N1C=CN=C1)=[O:16].C1COCC1, predict the reaction product. The product is: [F:1][C:2]1[CH:3]=[CH:4][C:5]2[NH:12][C:15](=[O:16])[N:8]([CH:9]([CH3:11])[CH3:10])[C:6]=2[CH:7]=1. (3) Given the reactants [C:1]([O:5][C:6]([N:8]1[CH2:13][CH2:12][CH2:11][C@@H:10]([O:14][Si:15]([C:18]([CH3:21])([CH3:20])[CH3:19])([CH3:17])[CH3:16])[C@H:9]1[CH:22]=O)=[O:7])([CH3:4])([CH3:3])[CH3:2].[NH2:24][C:25]1[CH:32]=[CH:31][C:28]([C:29]#[N:30])=[C:27]([Cl:33])[C:26]=1[CH3:34].CC(O)=O.[BH-](OC(C)=O)(OC(C)=O)OC(C)=O.[Na+], predict the reaction product. The product is: [C:1]([O:5][C:6]([N:8]1[CH2:13][CH2:12][CH2:11][C@@H:10]([O:14][Si:15]([C:18]([CH3:21])([CH3:20])[CH3:19])([CH3:16])[CH3:17])[C@H:9]1[CH2:22][NH:24][C:25]1[CH:32]=[CH:31][C:28]([C:29]#[N:30])=[C:27]([Cl:33])[C:26]=1[CH3:34])=[O:7])([CH3:2])([CH3:3])[CH3:4]. (4) Given the reactants Br[C:2]1[CH:3]=[C:4]([C:8]2[N:13]([CH2:14][C:15]3[CH:20]=[CH:19][C:18]([CH3:21])=[CH:17][C:16]=3[CH3:22])[C:12](=[O:23])[C:11]([C:24]#[N:25])=[C:10]([C:26]([F:29])([F:28])[F:27])[CH:9]=2)[CH:5]=[CH:6][CH:7]=1.[C:30]([O:34][C:35]([N:37]1[C:45]2[C:40](=[CH:41][CH:42]=[C:43](B3OC(C)(C)C(C)(C)O3)[CH:44]=2)[CH:39]=[CH:38]1)=[O:36])([CH3:33])([CH3:32])[CH3:31].C([O-])([O-])=O.[K+].[K+].N#N, predict the reaction product. The product is: [C:24]([C:11]1[C:12](=[O:23])[N:13]([CH2:14][C:15]2[CH:20]=[CH:19][C:18]([CH3:21])=[CH:17][C:16]=2[CH3:22])[C:8]([C:4]2[CH:3]=[C:2]([C:43]3[CH:44]=[C:45]4[C:40]([CH:39]=[CH:38][N:37]4[C:35]([O:34][C:30]([CH3:33])([CH3:32])[CH3:31])=[O:36])=[CH:41][CH:42]=3)[CH:7]=[CH:6][CH:5]=2)=[CH:9][C:10]=1[C:26]([F:28])([F:27])[F:29])#[N:25]. (5) Given the reactants CC(C)(C)C(OC[N:7]1[CH:15]=[N:14][C:13]2[C:8]1=[N:9][C:10]([S:17][CH3:18])=[N:11][C:12]=2[Cl:16])=O.[OH-].[Na+], predict the reaction product. The product is: [Cl:16][C:12]1[N:11]=[C:10]([S:17][CH3:18])[N:9]=[C:8]2[C:13]=1[NH:14][CH:15]=[N:7]2. (6) The product is: [CH3:18][N:19]([CH3:21])[CH:20]=[C:9]([C:7]1[CH:6]=[CH:5][N:4]=[C:3]([O:2][CH3:1])[CH:8]=1)[C:10]([O:12][CH2:13][CH3:14])=[O:11]. Given the reactants [CH3:1][O:2][C:3]1[CH:8]=[C:7]([CH2:9][C:10]([O:12][CH2:13][CH3:14])=[O:11])[CH:6]=[CH:5][N:4]=1.C(O[CH:18](OCC)[N:19]([CH3:21])[CH3:20])C, predict the reaction product. (7) Given the reactants [S:1]1[C:5]2[CH:6]=[CH:7][CH:8]=[CH:9][C:4]=2[N:3]=[C:2]1[C:10]1[C:18]2[CH2:17][CH2:16][N:15]([CH3:19])[CH2:14][C:13]=2[S:12][C:11]=1[NH:20][C:21]([CH:23]1[CH2:25][CH2:24]1)=[O:22].[ClH:26], predict the reaction product. The product is: [Cl-:26].[S:1]1[C:5]2[CH:6]=[CH:7][CH:8]=[CH:9][C:4]=2[N:3]=[C:2]1[C:10]1[C:18]2[CH2:17][CH2:16][NH+:15]([CH3:19])[CH2:14][C:13]=2[S:12][C:11]=1[NH:20][C:21]([CH:23]1[CH2:25][CH2:24]1)=[O:22]. (8) Given the reactants [Br:1][C:2]1[CH:3]=[C:4]([NH2:8])[CH:5]=[N:6][CH:7]=1.N1C=CC=CC=1.[CH3:15][S:16](Cl)(=[O:18])=[O:17], predict the reaction product. The product is: [Br:1][C:2]1[CH:3]=[C:4]([NH:8][S:16]([CH3:15])(=[O:18])=[O:17])[CH:5]=[N:6][CH:7]=1.